From a dataset of Reaction yield outcomes from USPTO patents with 853,638 reactions. Predict the reaction yield, written as a fraction of the theoretical maximum amount of product (1.0 means a 100% yield; for example, 0.34 means a 34% yield). (1) The reactants are [CH3:1][O:2][CH2:3][CH2:4][CH2:5][C:6]([NH:8][NH2:9])=[O:7].[ClH:10].C(OCC)(=O)C. The catalyst is C(OCC)(=O)C. The product is [ClH:10].[CH3:1][O:2][CH2:3][CH2:4][CH2:5][C:6]([NH:8][NH2:9])=[O:7]. The yield is 0.890. (2) The reactants are [CH3:1][O:2][C:3]1[CH:4]=[C:5]2[C:10](=[CH:11][CH:12]=1)[CH:9]=[C:8]([C:13]1[C:21]3[C:16](=[CH:17][CH:18]=[C:19]([C:22]([OH:24])=O)[CH:20]=3)[N:15]([CH:25]3[CH2:30][CH2:29][CH2:28][CH2:27][O:26]3)[N:14]=1)[CH:7]=[CH:6]2.C1C=CC2N(O)N=NC=2C=1.CCN=C=NCCCN(C)C.Cl.[NH2:53][CH2:54][CH2:55][N:56]1[CH2:61][CH2:60][O:59][CH2:58][CH2:57]1. The catalyst is C(Cl)Cl.C1COCC1. The product is [N:56]1([CH2:55][CH2:54][NH:53][C:22]([C:19]2[CH:20]=[C:21]3[C:16](=[CH:17][CH:18]=2)[N:15]([CH:25]2[CH2:30][CH2:29][CH2:28][CH2:27][O:26]2)[N:14]=[C:13]3[C:8]2[CH:7]=[CH:6][C:5]3[C:10](=[CH:11][CH:12]=[C:3]([O:2][CH3:1])[CH:4]=3)[CH:9]=2)=[O:24])[CH2:61][CH2:60][O:59][CH2:58][CH2:57]1. The yield is 0.500. (3) The reactants are [Si:1]([O:8][CH:9]([CH2:20][O:21][C:22]1[CH:27]=[CH:26][CH:25]=[C:24]([C:28]2[N:33]=[C:32](Cl)[C:31]([CH3:35])=[C:30]([C:36]3[C:37]([CH3:42])=[N:38][O:39][C:40]=3[CH3:41])[N:29]=2)[CH:23]=1)[CH2:10][N:11]([CH3:19])[C:12](=[O:18])[O:13][C:14]([CH3:17])([CH3:16])[CH3:15])([C:4]([CH3:7])([CH3:6])[CH3:5])([CH3:3])[CH3:2].[O:43]1[CH2:48][CH2:47][CH:46]([CH2:49][OH:50])[CH2:45][CH2:44]1.C([O-])([O-])=O.[Cs+].[Cs+]. The catalyst is CS(C)=O.CCOC(C)=O. The product is [Si:1]([O:8][CH:9]([CH2:20][O:21][C:22]1[CH:27]=[CH:26][CH:25]=[C:24]([C:28]2[N:29]=[C:30]([C:36]3[C:37]([CH3:42])=[N:38][O:39][C:40]=3[CH3:41])[C:31]([CH3:35])=[C:32]([O:50][CH2:49][CH:46]3[CH2:47][CH2:48][O:43][CH2:44][CH2:45]3)[N:33]=2)[CH:23]=1)[CH2:10][N:11]([CH3:19])[C:12](=[O:18])[O:13][C:14]([CH3:17])([CH3:16])[CH3:15])([C:4]([CH3:7])([CH3:6])[CH3:5])([CH3:3])[CH3:2]. The yield is 0.600.